Predict which catalyst facilitates the given reaction. From a dataset of Catalyst prediction with 721,799 reactions and 888 catalyst types from USPTO. (1) Reactant: Br[CH2:2][C:3](=[O:9])[CH2:4][C:5]([O:7][CH3:8])=[O:6].[C-:10]#[N:11].[Na+].O. Product: [C:10]([CH2:2][C:3](=[O:9])[CH2:4][C:5]([O:7][CH3:8])=[O:6])#[N:11]. The catalyst class is: 5. (2) Reactant: [CH3:1][CH:2]([CH2:21][CH3:22])[CH2:3][O:4][C:5]1[N:13]=[C:12]2[C:8]([N:9]=[CH:10][N:11]2[CH:14]2[CH2:19][CH2:18][CH2:17][CH2:16][O:15]2)=[C:7]([NH2:20])[N:6]=1.C1C(=O)N([Br:30])C(=O)C1.C(Cl)Cl. Product: [Br:30][C:10]1[N:11]([CH:14]2[CH2:19][CH2:18][CH2:17][CH2:16][O:15]2)[C:12]2[C:8]([N:9]=1)=[C:7]([NH2:20])[N:6]=[C:5]([O:4][CH2:3][CH:2]([CH3:1])[CH2:21][CH3:22])[N:13]=2. The catalyst class is: 22. (3) Product: [CH3:11][C:9]1[NH:8][C:4]2=[N:5][CH:6]=[CH:7][C:2]([B:23]([OH:24])[OH:22])=[C:3]2[CH:10]=1. Reactant: Br[C:2]1[CH:7]=[CH:6][N:5]=[C:4]2[NH:8][C:9]([CH3:11])=[CH:10][C:3]=12.[H-].[Na+].[Li]CCCC.C([O:22][B:23](OC(C)C)[O:24]C(C)C)(C)C. The catalyst class is: 1. (4) Reactant: [Br:1][C:2]1[CH:3]=[C:4]([C:12]([OH:14])=O)[C:5]2[CH:6]=[N:7][N:8]([CH3:11])[C:9]=2[CH:10]=1.S(Cl)(Cl)=O.[CH3:19][C@H:20]1[O:25][C@@H:24]([CH3:26])[CH2:23][N:22]([CH2:27][C:28]([NH:30][NH2:31])=[O:29])[CH2:21]1.CCN(C(C)C)C(C)C. Product: [Br:1][C:2]1[CH:3]=[C:4]([C:12]([NH:31][NH:30][C:28](=[O:29])[CH2:27][N:22]2[CH2:23][C@H:24]([CH3:26])[O:25][C@H:20]([CH3:19])[CH2:21]2)=[O:14])[C:5]2[CH:6]=[N:7][N:8]([CH3:11])[C:9]=2[CH:10]=1. The catalyst class is: 7. (5) Reactant: [C:1]1([C:13]2[CH:18]=[CH:17][CH:16]=[CH:15][CH:14]=2)[CH:6]=[CH:5][CH:4]=[C:3]([NH:7][CH2:8][CH2:9][C:10]([OH:12])=O)[CH:2]=1.[CH3:19][CH:20]1[CH2:25][CH2:24][CH2:23][CH2:22][NH:21]1.C(N(CC)CC)C. Product: [C:1]1([C:13]2[CH:18]=[CH:17][CH:16]=[CH:15][CH:14]=2)[CH:6]=[CH:5][CH:4]=[C:3]([NH:7][CH2:8][CH2:9][C:10]([N:21]2[CH2:22][CH2:23][CH2:24][CH2:25][CH:20]2[CH3:19])=[O:12])[CH:2]=1. The catalyst class is: 4. (6) Reactant: [N:1]1([CH2:6][CH2:7][O:8][CH2:9][CH:10]2[CH2:15][CH2:14][N:13](C(OC(C)(C)C)=O)[CH2:12][CH2:11]2)[CH2:5][CH2:4][CH2:3][CH2:2]1. Product: [N:1]1([CH2:6][CH2:7][O:8][CH2:9][CH:10]2[CH2:15][CH2:14][NH:13][CH2:12][CH2:11]2)[CH2:5][CH2:4][CH2:3][CH2:2]1. The catalyst class is: 137. (7) Reactant: [N+:1]([C:4]1[CH:9]=[CH:8][C:7]([C:10]2[O:11][CH:12]=[CH:13][CH:14]=2)=[CH:6][CH:5]=1)([O-])=O.O. Product: [O:11]1[CH:12]=[CH:13][CH:14]=[C:10]1[C:7]1[CH:8]=[CH:9][C:4]([NH2:1])=[CH:5][CH:6]=1. The catalyst class is: 8.